Dataset: Catalyst prediction with 721,799 reactions and 888 catalyst types from USPTO. Task: Predict which catalyst facilitates the given reaction. (1) Reactant: [C:1]([C:3]1[CH:4]=[C:5]([CH:28]=[CH:29][CH:30]=1)[C:6]([NH:8][C:9]1[C:10]([NH:16][C:17](=[O:27])[C:18]2[CH:23]=[CH:22][C:21]([CH:24]([CH3:26])[CH3:25])=[CH:20][CH:19]=2)=[CH:11][C:12]([OH:15])=[CH:13][CH:14]=1)=[O:7])#[N:2].Cl.[NH2:32][OH:33].C(N(CC)CC)C. Product: [NH2:2][C:1](=[N:32][OH:33])[C:3]1[CH:4]=[C:5]([CH:28]=[CH:29][CH:30]=1)[C:6]([NH:8][C:9]1[C:10]([NH:16][C:17](=[O:27])[C:18]2[CH:23]=[CH:22][C:21]([CH:24]([CH3:26])[CH3:25])=[CH:20][CH:19]=2)=[CH:11][C:12]([OH:15])=[CH:13][CH:14]=1)=[O:7]. The catalyst class is: 14. (2) Reactant: [NH2:1][CH2:2][C:3]1[N:7]2[C:8]([N:12]3[CH2:17][CH2:16][N:15]([CH3:18])[CH2:14][CH2:13]3)=[CH:9][CH:10]=[CH:11][C:6]2=[N:5][C:4]=1[CH2:19][N:20]([CH3:31])[C@@H:21]1[C:30]2[N:29]=[CH:28][CH:27]=[CH:26][C:25]=2[CH2:24][CH2:23][CH2:22]1.C(N(CC)C(C)C)(C)C.[CH3:41][S:42](Cl)(=[O:44])=[O:43].[OH-].[NH4+]. Product: [CH3:18][N:15]1[CH2:14][CH2:13][N:12]([C:8]2[N:7]3[C:3]([CH2:2][NH:1][S:42]([CH3:41])(=[O:44])=[O:43])=[C:4]([CH2:19][N:20]([CH3:31])[C@@H:21]4[C:30]5[N:29]=[CH:28][CH:27]=[CH:26][C:25]=5[CH2:24][CH2:23][CH2:22]4)[N:5]=[C:6]3[CH:11]=[CH:10][CH:9]=2)[CH2:17][CH2:16]1. The catalyst class is: 545. (3) Reactant: [CH:1]1([NH:4][C:5](=[O:17])[C:6]2[CH:11]=[CH:10][C:9]([CH3:12])=[C:8]([NH:13][C:14]([NH2:16])=[S:15])[CH:7]=2)[CH2:3][CH2:2]1.Br[CH2:19][C:20](=O)[C:21]([O:23][CH2:24][CH3:25])=[O:22]. Product: [CH2:24]([O:23][C:21]([C:20]1[N:16]=[C:14]([NH:13][C:8]2[CH:7]=[C:6]([C:5](=[O:17])[NH:4][CH:1]3[CH2:3][CH2:2]3)[CH:11]=[CH:10][C:9]=2[CH3:12])[S:15][CH:19]=1)=[O:22])[CH3:25]. The catalyst class is: 8. (4) Reactant: [Cl:1][C:2]1[N:7]=[CH:6][C:5]([CH2:8][N:9]([CH2:16][CH:17]([F:19])[F:18])[C:10]2[CH2:14][O:13][C:12](=[O:15])[CH:11]=2)=[CH:4][CH:3]=1.C(N(CC)CC)C.[Br:27]N1C(=O)CCC1=O. Product: [Br:27][C:11]1[C:12](=[O:15])[O:13][CH2:14][C:10]=1[N:9]([CH2:8][C:5]1[CH:6]=[N:7][C:2]([Cl:1])=[CH:3][CH:4]=1)[CH2:16][CH:17]([F:19])[F:18]. The catalyst class is: 10. (5) Reactant: Br[C:2]1[N:7]=[C:6]([O:8][CH3:9])[C:5]([N+:10]([O-:12])=[O:11])=[CH:4][CH:3]=1.[CH2:13]([N:20]1[CH2:24][CH2:23][CH:22]([OH:25])[CH2:21]1)[C:14]1[CH:19]=[CH:18][CH:17]=[CH:16][CH:15]=1.C([O-])([O-])=O.[K+].[K+]. Product: [CH2:13]([N:20]1[CH2:24][CH2:23][CH:22]([O:25][C:2]2[N:7]=[C:6]([O:8][CH3:9])[C:5]([N+:10]([O-:12])=[O:11])=[CH:4][CH:3]=2)[CH2:21]1)[C:14]1[CH:15]=[CH:16][CH:17]=[CH:18][CH:19]=1. The catalyst class is: 9. (6) Reactant: [N+:1]([C:4]1[CH:5]=[C:6]2[C:10](=[CH:11][CH:12]=1)[NH:9][N:8]=[CH:7]2)([O-:3])=[O:2].[I:13]N1C(=O)CCC1=O.O.C(OCC)C. Product: [I:13][C:7]1[C:6]2[C:10](=[CH:11][CH:12]=[C:4]([N+:1]([O-:3])=[O:2])[CH:5]=2)[NH:9][N:8]=1. The catalyst class is: 9. (7) Reactant: Br[CH2:2][C:3]1[CH:12]=[CH:11][C:6]([C:7]([O:9][CH3:10])=[O:8])=[CH:5][CH:4]=1.C([N:16](CC)[CH:17]([CH3:19])[CH3:18])(C)C. Product: [CH3:10][O:9][C:7]1[CH:19]=[C:17]([NH:16][CH2:2][C:3]2[CH:12]=[CH:11][C:6]([C:7]([O:9][CH3:10])=[O:8])=[CH:5][CH:4]=2)[CH:18]=[CH:5][CH:6]=1. The catalyst class is: 10.